This data is from Full USPTO retrosynthesis dataset with 1.9M reactions from patents (1976-2016). The task is: Predict the reactants needed to synthesize the given product. (1) Given the product [Cl:39][C:13]1[CH:14]=[C:15]2[C:10](=[CH:11][CH:12]=1)[CH:9]=[C:8]([CH2:7][C:6]([OH:40])=[O:5])[C:17]([CH3:18])=[C:16]2[C:19]1[CH:20]=[CH:21][C:22]([S:25]([C:28]2[CH:33]=[CH:32][C:31]([O:34][C:35]([F:37])([F:36])[F:38])=[CH:30][CH:29]=2)(=[O:27])=[O:26])=[CH:23][CH:24]=1, predict the reactants needed to synthesize it. The reactants are: O.[OH-].[Li+].C[O:5][C:6](=[O:40])[CH2:7][C:8]1[C:17]([CH3:18])=[C:16]([C:19]2[CH:24]=[CH:23][C:22]([S:25]([C:28]3[CH:33]=[CH:32][C:31]([O:34][C:35]([F:38])([F:37])[F:36])=[CH:30][CH:29]=3)(=[O:27])=[O:26])=[CH:21][CH:20]=2)[C:15]2[C:10](=[CH:11][CH:12]=[C:13]([Cl:39])[CH:14]=2)[CH:9]=1. (2) Given the product [CH2:1]([O:8][C:9]1[CH:18]=[CH:17][C:12]([C:13]([O:15][CH3:16])=[O:14])=[CH:11][C:10]=1/[C:27](/[CH3:26])=[CH:28]\[CH3:29])[C:2]1[CH:7]=[CH:6][CH:5]=[CH:4][CH:3]=1, predict the reactants needed to synthesize it. The reactants are: [CH2:1]([O:8][C:9]1[CH:18]=[CH:17][C:12]([C:13]([O:15][CH3:16])=[O:14])=[CH:11][C:10]=1Br)[C:2]1[CH:7]=[CH:6][CH:5]=[CH:4][CH:3]=1.C(=O)([O-])[O-].[Cs+].[Cs+].[CH3:26]/[C:27](/B(O)O)=[CH:28]/[CH3:29].O. (3) Given the product [CH:32]1([NH:36][CH2:27][C:24]2[CH:25]=[CH:26][C:21]([C:18]3[CH:19]=[C:20]4[C:15](=[C:16]([C:29]([NH2:31])=[O:30])[CH:17]=3)[NH:14][CH:13]=[C:12]4[CH:9]3[CH2:10][CH2:11][N:6]([S:3]([CH2:1][CH3:2])(=[O:4])=[O:5])[CH2:7][CH2:8]3)=[CH:22][CH:23]=2)[CH2:35][CH2:34][CH2:33]1, predict the reactants needed to synthesize it. The reactants are: [CH2:1]([S:3]([N:6]1[CH2:11][CH2:10][CH:9]([C:12]2[C:20]3[C:15](=[C:16]([C:29]([NH2:31])=[O:30])[CH:17]=[C:18]([C:21]4[CH:26]=[CH:25][C:24]([CH:27]=O)=[CH:23][CH:22]=4)[CH:19]=3)[NH:14][CH:13]=2)[CH2:8][CH2:7]1)(=[O:5])=[O:4])[CH3:2].[CH:32]1([NH2:36])[CH2:35][CH2:34][CH2:33]1.C(O[BH-](OC(=O)C)OC(=O)C)(=O)C.[Na+]. (4) The reactants are: [O:1]=[C:2]1[N:7]([CH2:8][C:9]([OH:11])=O)[N:6]=[N:5][C:4]2[CH:12]=[CH:13][CH:14]=[CH:15][C:3]1=2.[F:16][C:17]1[CH:22]=[C:21]([C:23]([F:26])([F:25])[F:24])[CH:20]=[CH:19][C:18]=1[C@@H:27]([NH2:29])[CH3:28]. Given the product [F:16][C:17]1[CH:22]=[C:21]([C:23]([F:25])([F:26])[F:24])[CH:20]=[CH:19][C:18]=1[C@@H:27]([NH:29][C:9](=[O:11])[CH2:8][N:7]1[C:2](=[O:1])[C:3]2[CH:15]=[CH:14][CH:13]=[CH:12][C:4]=2[N:5]=[N:6]1)[CH3:28], predict the reactants needed to synthesize it. (5) Given the product [NH2:1][C:2]1[CH:7]=[CH:6][C:5]([Cl:8])=[CH:4][C:3]=1[C:9]([C:11]1[CH:16]=[CH:15][CH:14]=[C:13]([O:17][CH3:18])[C:12]=1[OH:19])=[O:10], predict the reactants needed to synthesize it. The reactants are: [NH2:1][C:2]1[CH:7]=[CH:6][C:5]([Cl:8])=[CH:4][C:3]=1[C:9]([C:11]1[CH:16]=[CH:15][CH:14]=[C:13]([O:17][CH3:18])[C:12]=1[O:19]C)=[O:10].O.O.O.O.O.O.O.[Cl-].[Ce+3].[Cl-].[Cl-].[I-].[Na+].